Predict the reactants needed to synthesize the given product. From a dataset of Full USPTO retrosynthesis dataset with 1.9M reactions from patents (1976-2016). (1) Given the product [I:1][C:2]1[N:6]=[C:5]([CH3:8])[N:4]([CH3:12])[C:3]=1[N+:9]([O-:11])=[O:10], predict the reactants needed to synthesize it. The reactants are: [I:1][C:2]1[N:6](C)[C:5]([CH3:8])=[N:4][C:3]=1[N+:9]([O-:11])=[O:10].[CH3:12]O. (2) Given the product [Cl:15][CH2:14][CH2:13][CH2:12][CH2:11][CH2:10][CH2:9][S:7][C:1]1[CH:6]=[CH:5][CH:4]=[CH:3][CH:2]=1, predict the reactants needed to synthesize it. The reactants are: [C:1]1([SH:7])[CH:6]=[CH:5][CH:4]=[CH:3][CH:2]=1.Br[CH2:9][CH2:10][CH2:11][CH2:12][CH2:13][CH2:14][Cl:15]. (3) The reactants are: [Cl:1][C:2]1[CH:7]=[CH:6][CH:5]=[CH:4][C:3]=1[N:8]1[C:12]([C:13]([OH:15])=O)=[CH:11][C:10]([C:16]([O:18][CH3:19])=[O:17])=[N:9]1.[CH3:20][S:21]([C:24]1[CH:25]=[C:26]([CH:31]=[CH:32][CH:33]=1)[C:27]([NH:29][NH2:30])=O)(=[O:23])=[O:22].[Cl-].[NH2+]1CCN=C1.C(N(CC)CC)C. Given the product [Cl:1][C:2]1[CH:7]=[CH:6][CH:5]=[CH:4][C:3]=1[N:8]1[C:12]([C:13]2[O:15][C:27]([C:26]3[CH:31]=[CH:32][CH:33]=[C:24]([S:21]([CH3:20])(=[O:23])=[O:22])[CH:25]=3)=[N:29][N:30]=2)=[CH:11][C:10]([C:16]([O:18][CH3:19])=[O:17])=[N:9]1, predict the reactants needed to synthesize it. (4) Given the product [Cl:1][C:2]1[N:7]=[C:6]([N:12]2[CH2:17][CH2:16][CH2:15][CH2:14][CH:13]2[CH2:18][CH2:19][OH:20])[CH:5]=[C:4]([CH2:9][CH2:10][CH3:11])[N:3]=1, predict the reactants needed to synthesize it. The reactants are: [Cl:1][C:2]1[N:7]=[C:6](Cl)[CH:5]=[C:4]([CH2:9][CH2:10][CH3:11])[N:3]=1.[NH:12]1[CH2:17][CH2:16][CH2:15][CH2:14][CH:13]1[CH2:18][CH2:19][OH:20]. (5) Given the product [CH3:31][S:28]([N:25]1[CH2:26][CH2:27][C:22]2[N:21]([CH2:32][CH2:33][CH2:34][N:35]3[CH2:36][CH2:37][CH:38]([N:41]4[CH2:45][CH2:44][CH2:43][C:42]4=[O:46])[CH2:39][CH2:40]3)[N:20]=[C:19]([C:11]3[CH:12]=[CH:13][C:14]([C:15]([F:18])([F:16])[F:17])=[C:9]([CH2:8][NH:7][CH2:4][CH2:3][CH:2]([CH3:6])[CH3:1])[CH:10]=3)[C:23]=2[CH2:24]1)(=[O:29])=[O:30], predict the reactants needed to synthesize it. The reactants are: [CH3:1][CH:2]([CH3:6])[CH2:3][CH:4]=O.[NH2:7][CH2:8][C:9]1[CH:10]=[C:11]([C:19]2[C:23]3[CH2:24][N:25]([S:28]([CH3:31])(=[O:30])=[O:29])[CH2:26][CH2:27][C:22]=3[N:21]([CH2:32][CH2:33][CH2:34][N:35]3[CH2:40][CH2:39][CH:38]([N:41]4[CH2:45][CH2:44][CH2:43][C:42]4=[O:46])[CH2:37][CH2:36]3)[N:20]=2)[CH:12]=[CH:13][C:14]=1[C:15]([F:18])([F:17])[F:16].[BH-](OC(C)=O)(OC(C)=O)OC(C)=O.[Na+].[OH-].[Na+]. (6) Given the product [CH3:22][NH:25][C:12](=[O:14])[C:11]1[CH:15]=[C:7]([C:6]2[C:2](=[O:1])[N:3]([C:16]3[CH:21]=[CH:20][CH:19]=[CH:18][N:17]=3)[NH:4][CH:5]=2)[CH:8]=[N:9][CH:10]=1, predict the reactants needed to synthesize it. The reactants are: [O:1]=[C:2]1[C:6]([C:7]2[CH:8]=[N:9][CH:10]=[C:11]([CH:15]=2)[C:12]([OH:14])=O)=[CH:5][NH:4][N:3]1[C:16]1[CH:21]=[CH:20][CH:19]=[CH:18][N:17]=1.[CH:22]([N:25](CC)C(C)C)(C)C.F[P-](F)(F)(F)(F)F.N1(O[P+](N2CCCC2)(N2CCCC2)N2CCCC2)C2C=CC=CC=2N=N1.CN. (7) Given the product [NH2:31][C:27]1[C:28]([F:30])=[CH:29][C:6]([Cl:5])=[C:7]([CH:26]=1)[O:8][C:9]1[CH:23]=[CH:22][C:12]2[N:13]=[C:14]([NH:16][C:17]([CH:19]3[CH2:21][CH2:20]3)=[O:18])[S:15][C:11]=2[C:10]=1[C:24]#[N:25], predict the reactants needed to synthesize it. The reactants are: [BH4-].[Na+].CO.[Cl:5][C:6]1[CH:29]=[C:28]([F:30])[C:27]([NH:31]C(=O)C(F)(F)F)=[CH:26][C:7]=1[O:8][C:9]1[CH:23]=[CH:22][C:12]2[N:13]=[C:14]([NH:16][C:17]([CH:19]3[CH2:21][CH2:20]3)=[O:18])[S:15][C:11]=2[C:10]=1[C:24]#[N:25].